Dataset: Blood-brain barrier permeability classification from the B3DB database. Task: Regression/Classification. Given a drug SMILES string, predict its absorption, distribution, metabolism, or excretion properties. Task type varies by dataset: regression for continuous measurements (e.g., permeability, clearance, half-life) or binary classification for categorical outcomes (e.g., BBB penetration, CYP inhibition). Dataset: b3db_classification. (1) The compound is CCC(C)(S(=O)(=O)CC)S(=O)(=O)CC. The result is 1 (penetrates BBB). (2) The compound is O=C1CN=C(c2ccccc2F)c2cc(Cl)ccc2N1C[C@@H](O)CO. The result is 1 (penetrates BBB). (3) The compound is Cn1ncnc1[C@H]1c2n[nH]c(=O)c3cc(F)cc(c23)N[C@@H]1c1ccc(F)cc1. The result is 0 (does not penetrate BBB). (4) The compound is CC[C@@H](OC(C)=O)C(C[C@H](C)N(C)C)(c1ccccc1)c1ccccc1. The result is 1 (penetrates BBB). (5) The drug is C#C[C@]1(O)CC[C@H]2[C@@H]3CCC4=CC(=O)CC[C@@H]4[C@H]3CC[C@@]21C. The result is 0 (does not penetrate BBB).